This data is from Experimentally validated miRNA-target interactions with 360,000+ pairs, plus equal number of negative samples. The task is: Binary Classification. Given a miRNA mature sequence and a target amino acid sequence, predict their likelihood of interaction. The miRNA is hsa-miR-525-5p with sequence CUCCAGAGGGAUGCACUUUCU. The protein sequence of the target gene is MGIQPSPVLLASLGVGLLTLLGLALGTYLVRRSRRPQVTLQDPDEKYLLRLLDKTTVSHNTRRFRFALPTAHHILGLPVGKHVYLSARIDGSLVIRPYTPVTSDEDQGYVDLVIKVYLKGVHPKFPEGGKMSQYLDSLKIGDMVEFRGPSGLLSYAGKGNFNIQPNKKSPPELRVAKKLGMIAGGTGITPMLQLIRAILKVPEDPTQCFLLFANQTERDIILREDLEELQAQYPNRFKLWFTLDSPPEDWTYSKGFVTADMIQEHLPAPAEDVLLLLCGPPPMVQLACHPNLDKLGYSQK.... Result: 0 (no interaction).